From a dataset of Reaction yield outcomes from USPTO patents with 853,638 reactions. Predict the reaction yield, written as a fraction of the theoretical maximum amount of product (1.0 means a 100% yield; for example, 0.34 means a 34% yield). (1) The reactants are [OH:1][N:2]1C2C=CC=CC=2N=N1.Cl.C(N=C=NCCCN(C)C)C.[CH2:23]([O:27][C:28]1[CH:33]=[CH:32][C:31]([S:34]([NH:37][CH2:38][C@H:39]([N:43]2[CH2:48][CH2:47][N:46]([S:49]([CH3:52])(=[O:51])=[O:50])[CH2:45][CH2:44]2)[C:40]([OH:42])=O)(=[O:36])=[O:35])=[CH:30][CH:29]=1)[C:24]#[C:25][CH3:26].C(O)(=O)CC(CC(O)=O)(C(O)=O)O.C(=O)([O-])O.[Na+]. The catalyst is CN(C)C=O.O. The product is [CH2:23]([O:27][C:28]1[CH:33]=[CH:32][C:31]([S:34]([NH:37][CH2:38][C@H:39]([N:43]2[CH2:48][CH2:47][N:46]([S:49]([CH3:52])(=[O:51])=[O:50])[CH2:45][CH2:44]2)[C:40]([NH:2][OH:1])=[O:42])(=[O:35])=[O:36])=[CH:30][CH:29]=1)[C:24]#[C:25][CH3:26]. The yield is 0.230. (2) The reactants are [Cl:1][C:2]1[C:18]([N+:19]([O-])=O)=[CH:17][CH:16]=[CH:15][C:3]=1[C:4]([N:6]1[CH2:10][CH2:9][CH2:8][C@H:7]1[C:11]([O:13][CH3:14])=[O:12])=[O:5].[Sn](Cl)(Cl)(Cl)Cl. The catalyst is CO. The product is [NH2:19][C:18]1[C:2]([Cl:1])=[C:3]([CH:15]=[CH:16][CH:17]=1)[C:4]([N:6]1[CH2:10][CH2:9][CH2:8][C@H:7]1[C:11]([O:13][CH3:14])=[O:12])=[O:5]. The yield is 0.920. (3) The reactants are [CH2:1]([C@@H:5]1[NH:10][CH2:9][C@H:8]([CH:11]([CH3:13])[CH3:12])[NH:7][C:6]1=[O:14])[CH:2]([CH3:4])[CH3:3].[C:15]1([C@@H:21]2[CH2:23][C@H:22]2[C:24](O)=[O:25])[CH:20]=[CH:19][CH:18]=[CH:17][CH:16]=1.C([C@@H]1N(C(=O)/C=C/C2C=CC=CC=2)C[C@H](CC(C)C)NC1=O)C(C)C. No catalyst specified. The product is [CH2:1]([C@@H:5]1[N:10]([C:24]([C@@H:22]2[CH2:23][C@H:21]2[C:15]2[CH:20]=[CH:19][CH:18]=[CH:17][CH:16]=2)=[O:25])[CH2:9][C@H:8]([CH:11]([CH3:13])[CH3:12])[NH:7][C:6]1=[O:14])[CH:2]([CH3:4])[CH3:3]. The yield is 0.850. (4) The reactants are Cl.C[O:3][C:4](=[O:39])[C:5]1[CH:10]=[CH:9][C:8]([CH2:11][O:12][C:13]2[CH:18]=[CH:17][C:16]([CH2:19][C@H:20]([NH2:38])[C:21]3[N:22]([CH2:34][CH2:35][CH2:36][CH3:37])[CH:23]=[C:24]([C:26]4[CH:31]=[CH:30][C:29]([Cl:32])=[CH:28][C:27]=4[Cl:33])[N:25]=3)=[CH:15][CH:14]=2)=[CH:7][CH:6]=1.[C:40]([O:44][C:45]([NH:47][CH2:48][C@H:49]1[CH2:54][CH2:53][C@H:52]([C:55](O)=[O:56])[CH2:51][CH2:50]1)=[O:46])([CH3:43])([CH3:42])[CH3:41]. No catalyst specified. The product is [C:40]([O:44][C:45]([NH:47][CH2:48][C@H:49]1[CH2:50][CH2:51][C@H:52]([C:55]([NH:38][C@H:20]([C:21]2[N:22]([CH2:34][CH2:35][CH2:36][CH3:37])[CH:23]=[C:24]([C:26]3[CH:31]=[CH:30][C:29]([Cl:32])=[CH:28][C:27]=3[Cl:33])[N:25]=2)[CH2:19][C:16]2[CH:15]=[CH:14][C:13]([O:12][CH2:11][C:8]3[CH:7]=[CH:6][C:5]([C:4]([OH:3])=[O:39])=[CH:10][CH:9]=3)=[CH:18][CH:17]=2)=[O:56])[CH2:53][CH2:54]1)=[O:46])([CH3:42])([CH3:43])[CH3:41]. The yield is 0.640.